Dataset: HIV replication inhibition screening data with 41,000+ compounds from the AIDS Antiviral Screen. Task: Binary Classification. Given a drug SMILES string, predict its activity (active/inactive) in a high-throughput screening assay against a specified biological target. (1) The molecule is CCCCCCN1CCN(Cc2ccc(N(CC)CC)cc2)C(=O)C1=O. The result is 0 (inactive). (2) The compound is C=C1C(=O)OC2CC(C)C3CC(O)OC(OCC)C3(C)CC12. The result is 0 (inactive). (3) The result is 0 (inactive). The drug is Cc1ccc2c(c1)nc(N)n[n+]2[O-]. (4) The compound is CC(C)CCC1(CCSC#N)C(=O)NC(=O)NC1=O. The result is 0 (inactive). (5) The drug is C=C(C)CCOC(c1ccccc1)(c1ccccc1)c1ccccc1. The result is 0 (inactive). (6) The drug is O=P1(O)c2ccccc2CCc2ccccc21. The result is 0 (inactive). (7) The drug is Cc1ccc(N=NC2=C3Sc4ccccc4N=C2N(c2ccc(Br)cc2)C(=S)N3c2ccc(Cl)cc2)cc1. The result is 0 (inactive). (8) The compound is CN(C)c1cc(CNCCS)nc(CNCCS)c1.Cl. The result is 0 (inactive).